This data is from Full USPTO retrosynthesis dataset with 1.9M reactions from patents (1976-2016). The task is: Predict the reactants needed to synthesize the given product. (1) Given the product [CH2:26]([O:19][C:18]([C:15]1[C:16]2[CH2:17][C:5]3[C:4]4[CH:3]=[C:2]([Cl:1])[CH:10]=[CH:9][C:8]=4[NH:7][C:6]=3[C:11]=2[CH:12]=[CH:13][CH:14]=1)=[O:20])[CH3:27], predict the reactants needed to synthesize it. The reactants are: [Cl:1][C:2]1[CH:10]=[CH:9][C:8]2[NH:7][C:6]3[C:11]4[CH:12]=[CH:13][CH:14]=[C:15]([C:18]([OH:20])=[O:19])[C:16]=4[CH2:17][C:5]=3[C:4]=2[CH:3]=1.S(=O)(=O)(O)O.[CH2:26](O)[CH3:27]. (2) Given the product [Br:1][C:2]1[CH:7]=[CH:6][C:5]([CH:8]([CH2:9][CH3:10])[C:24]([OH:27])=[O:18])=[CH:4][C:3]=1[C:14]([F:15])([F:16])[F:17], predict the reactants needed to synthesize it. The reactants are: [Br:1][C:2]1[CH:7]=[CH:6][C:5]([C:8](=O)[CH2:9][CH2:10]C#N)=[CH:4][C:3]=1[C:14]([F:17])([F:16])[F:15].[OH2:18].NN.[OH-].[K+].Cl.[CH2:24]([OH:27])CO. (3) Given the product [C:1]([O:5][C:6]([NH:8][C@H:9]([C:11]([NH:30][C@H:31]([C:32]([O:93][CH2:92][CH2:73][O:72][C:71]1[CH:70]=[CH:69][C:68]([C:64]2[C:45]([C:25]#[N:16])=[C:44]([N:40]3[CH2:37][CH2:39][CH2:43][CH2:41]3)[N:61]=[C:60]([S:59][CH2:58][C:56]3[N:57]=[C:53]([C:50]4[CH:49]=[CH:48][C:47]([Cl:46])=[CH:52][CH:51]=4)[S:54][CH:55]=3)[C:65]=2[C:66]#[N:67])=[CH:82][CH:81]=1)=[O:26])[CH3:36])=[O:13])[CH3:10])=[O:7])([CH3:2])([CH3:3])[CH3:4], predict the reactants needed to synthesize it. The reactants are: [C:1]([O:5][C:6]([NH:8][C@H:9]([C:11]([OH:13])=O)[CH3:10])=[O:7])([CH3:4])([CH3:3])[CH3:2].Cl.C[N:16]([CH3:25])CCCN=C=NCC.[OH2:26].ON1[C:32]2C=CC=[CH:36][C:31]=2[N:30]=N1.[CH:37]([N:40]([CH2:44][CH3:45])[CH:41]([CH3:43])C)([CH3:39])C.[Cl:46][C:47]1[CH:52]=[CH:51][C:50]([C:53]2[S:54][CH:55]=[C:56]([CH2:58][S:59][C:60]3[C:65]([C:66]#[N:67])=[C:64]([C:68]4[CH:82]=[CH:81][C:71]([O:72][CH2:73]CN[C@H](C(O)=O)C)=[CH:70][CH:69]=4)C(C#N)=C(N4CCCC4)[N:61]=3)[N:57]=2)=[CH:49][CH:48]=1.FC(F)(F)[C:92](O)=[O:93]. (4) Given the product [CH:17]12[CH2:25][CH:21]3[CH2:20][CH:19]([CH2:24][CH:23]([CH2:22]3)[CH:16]1[O:15][C:13]([N:10]1[CH2:9][CH2:8][C:7]([CH2:6][O:5][CH2:4][C:3]([OH:32])=[O:2])([C:26]3[CH:27]=[CH:28][CH:29]=[CH:30][CH:31]=3)[CH2:12][CH2:11]1)=[O:14])[CH2:18]2, predict the reactants needed to synthesize it. The reactants are: C[O:2][C:3](=[O:32])[CH2:4][O:5][CH2:6][C:7]1([C:26]2[CH:31]=[CH:30][CH:29]=[CH:28][CH:27]=2)[CH2:12][CH2:11][N:10]([C:13]([O:15][CH:16]2[CH:23]3[CH2:24][CH:19]4[CH2:20][CH:21]([CH2:25][CH:17]2[CH2:18]4)[CH2:22]3)=[O:14])[CH2:9][CH2:8]1.O[Li].O.O.CC[NH+](CC)CC.CC[NH+](CC)CC.C([O-])([O-])=O. (5) The reactants are: [F:1][C:2]([F:28])([F:27])[C:3]1[CH:4]=[C:5]([NH:13][C:14]2[C:15]3[C:25](=[O:26])[NH:24][CH:23]=[CH:22][C:16]=3[N:17]=[C:18](SC)[N:19]=2)[CH:6]=[C:7]([C:9]([F:12])([F:11])[F:10])[CH:8]=1.[NH2:29][C@@H:30]1[CH2:35][CH2:34][CH2:33][CH2:32][C@H:31]1[NH2:36]. Given the product [NH2:29][C@@H:30]1[CH2:35][CH2:34][CH2:33][CH2:32][C@H:31]1[NH:36][C:18]1[N:19]=[C:14]([NH:13][C:5]2[CH:4]=[C:3]([C:2]([F:28])([F:27])[F:1])[CH:8]=[C:7]([C:9]([F:12])([F:11])[F:10])[CH:6]=2)[C:15]2[C:25](=[O:26])[NH:24][CH:23]=[CH:22][C:16]=2[N:17]=1, predict the reactants needed to synthesize it. (6) Given the product [C:1]([O:5][C:6](=[O:33])[CH2:7][N:8]([C:26]([O:28][C:29]([CH3:32])([CH3:30])[CH3:31])=[O:27])[C:9]1[CH:14]=[CH:13][CH:12]=[C:11]([C:15]([S:45]([C:48]2[CH:49]=[N:50][CH:51]=[CH:52][CH:53]=2)(=[O:47])=[O:46])([CH2:65][C:64]2[CH:67]=[CH:68][C:61]([C:57]3[S:56][CH:60]=[CH:59][N:58]=3)=[CH:62][CH:63]=2)[NH2:16])[N:10]=1)([CH3:3])([CH3:2])[CH3:4], predict the reactants needed to synthesize it. The reactants are: [C:1]([O:5][C:6](=[O:33])[CH2:7][N:8]([C:26]([O:28][C:29]([CH3:32])([CH3:31])[CH3:30])=[O:27])[C:9]1[CH:14]=[CH:13][CH:12]=[C:11]([CH2:15][NH:16]S(C2C=NC=CC=2)(=O)=O)[N:10]=1)([CH3:4])([CH3:3])[CH3:2].S1C=CN=C1C1C=CC(CN[S:45]([C:48]2[CH:49]=[N:50][CH:51]=[CH:52][CH:53]=2)(=[O:47])=[O:46])=CC=1.[S:56]1[CH:60]=[CH:59][N:58]=[C:57]1[C:61]1[CH:68]=[CH:67][C:64]([CH2:65]O)=[CH:63][CH:62]=1.C(OC(=O)CN(C(OC(C)(C)C)=O)C1C=CC=C(CO)N=1)CCC. (7) Given the product [Br:1][C:2]1[CH:3]=[C:4]2[C:9]([C:13]3[CH:18]=[CH:17][C:16]([OH:21])=[N:15][CH:14]=3)=[CH:10][NH:8][C:5]2=[N:6][CH:7]=1, predict the reactants needed to synthesize it. The reactants are: [Br:1][C:2]1[CH:3]=[C:4]([C:9]([C:13]2[CH:14]=[N:15][C:16](F)=[CH:17][CH:18]=2)=[CH:10]OC)[C:5]([NH2:8])=[N:6][CH:7]=1.Cl(O)(=O)(=O)=[O:21].